The task is: Predict the reactants needed to synthesize the given product.. This data is from Full USPTO retrosynthesis dataset with 1.9M reactions from patents (1976-2016). (1) Given the product [F:28][C:29]1[CH:30]=[C:31]([CH:34]=[CH:35][C:36]=1[F:37])[CH2:32][N:11]([C:9]1[S:8][C:7]2[CH:21]=[C:3]([O:2][CH3:1])[CH:4]=[CH:5][C:6]=2[CH:10]=1)[S:12]([C:15]1[CH:16]=[N:17][CH:18]=[CH:19][CH:20]=1)(=[O:14])=[O:13], predict the reactants needed to synthesize it. The reactants are: [CH3:1][O:2][C:3]1[CH:4]=[CH:5][C:6]2[CH:10]=[C:9]([NH:11][S:12]([C:15]3[CH:16]=[N:17][CH:18]=[CH:19][CH:20]=3)(=[O:14])=[O:13])[S:8][C:7]=2[CH:21]=1.CC(C)([O-])C.[K+].[F:28][C:29]1[CH:30]=[C:31]([CH:34]=[CH:35][C:36]=1[F:37])[CH2:32]Br. (2) The reactants are: [NH:1]1[CH2:7][CH2:6][CH2:5][C:4](=[O:8])[CH2:3][CH2:2]1.[CH:9](=O)[C:10]1[CH:15]=[CH:14][CH:13]=[CH:12][CH:11]=1.[BH-](OC(C)=O)(OC(C)=O)OC(C)=O.[Na+]. Given the product [CH2:9]([N:1]1[CH2:7][CH2:6][CH2:5][C:4](=[O:8])[CH2:3][CH2:2]1)[C:10]1[CH:15]=[CH:14][CH:13]=[CH:12][CH:11]=1, predict the reactants needed to synthesize it. (3) Given the product [N:1]1[CH:6]=[CH:5][CH:4]=[CH:3][C:2]=1[CH2:7][NH:8][CH2:19][CH2:20][C:21]1[CH:30]=[CH:29][C:24]([C:25]([O:27][CH3:28])=[O:26])=[CH:23][CH:22]=1, predict the reactants needed to synthesize it. The reactants are: [N:1]1[CH:6]=[CH:5][CH:4]=[CH:3][C:2]=1[CH2:7][NH2:8].C(N(C(C)C)CC)(C)C.Br[CH2:19][CH2:20][C:21]1[CH:30]=[CH:29][C:24]([C:25]([O:27][CH3:28])=[O:26])=[CH:23][CH:22]=1. (4) Given the product [N:11]1[C:12]2[C:7](=[CH:6][C:5]([CH2:4][CH2:3][CH2:2][OH:1])=[CH:14][CH:13]=2)[CH:8]=[CH:9][CH:10]=1, predict the reactants needed to synthesize it. The reactants are: [OH:1][CH2:2][C:3]#[C:4][C:5]1[CH:6]=[C:7]2[C:12](=[CH:13][CH:14]=1)[N:11]=[CH:10][CH:9]=[CH:8]2. (5) Given the product [CH:1]1([NH:7][C:8]([C:10]2[C:11]([S:16][CH2:29][CH2:28][C:23]3[CH:24]=[CH:25][CH:26]=[CH:27][C:22]=3[O:21][S:18]([CH3:17])(=[O:19])=[O:20])=[N:12][CH:13]=[CH:14][CH:15]=2)=[O:9])[CH2:2][CH2:3][CH2:4][CH2:5][CH2:6]1, predict the reactants needed to synthesize it. The reactants are: [CH:1]1([NH:7][C:8]([C:10]2[C:11]([SH:16])=[N:12][CH:13]=[CH:14][CH:15]=2)=[O:9])[CH2:6][CH2:5][CH2:4][CH2:3][CH2:2]1.[CH3:17][S:18]([O:21][C:22]1[CH:27]=[CH:26][CH:25]=[CH:24][C:23]=1[CH2:28][CH2:29]OS(C)(=O)=O)(=[O:20])=[O:19].C(=O)([O-])[O-].[K+].[K+].